This data is from Full USPTO retrosynthesis dataset with 1.9M reactions from patents (1976-2016). The task is: Predict the reactants needed to synthesize the given product. (1) Given the product [CH2:31]([O:30][C@@H:4]([CH2:5][C:6]1[CH:11]=[CH:10][C:9]([O:12][CH2:13][C:14]2[N:15]=[C:16]([C:19]3[CH:20]=[CH:21][C:22]([C:25]([F:26])([F:27])[F:28])=[CH:23][CH:24]=3)[S:17][CH:18]=2)=[CH:8][C:7]=1[CH3:29])[C:3]([OH:33])=[O:2])[CH3:32], predict the reactants needed to synthesize it. The reactants are: C[O:2][C:3](=[O:33])[C@@H:4]([O:30][CH2:31][CH3:32])[CH2:5][C:6]1[CH:11]=[CH:10][C:9]([O:12][CH2:13][C:14]2[N:15]=[C:16]([C:19]3[CH:24]=[CH:23][C:22]([C:25]([F:28])([F:27])[F:26])=[CH:21][CH:20]=3)[S:17][CH:18]=2)=[CH:8][C:7]=1[CH3:29].[Li+].[OH-]. (2) Given the product [C:1]([O:4][C:5]1[CH:10]=[CH:9][C:8]([P:11]([O:22][CH2:23][CH3:24])([CH2:13][P:14]([O:16][CH2:17][CH3:18])([O:19][CH2:20][CH3:21])=[O:15])=[O:12])=[CH:7][C:6]=1[C:25]([CH3:31])([CH3:30])[CH2:26][C:27]([N:38]1[CH2:37][CH2:36][N:35]([C:39]2[C:44]([O:45][CH3:46])=[C:43]3[C:42]([C:50](=[O:51])[C:49]([C:52]([OH:54])=[O:53])=[CH:48][N:47]3[CH:55]3[CH2:57][CH2:56]3)=[CH:41][C:40]=2[F:58])[CH2:34][CH:33]1[CH3:32])=[O:28])(=[O:3])[CH3:2], predict the reactants needed to synthesize it. The reactants are: [C:1]([O:4][C:5]1[CH:10]=[CH:9][C:8]([P:11]([O:22][CH2:23][CH3:24])([CH2:13][P:14]([O:19][CH2:20][CH3:21])([O:16][CH2:17][CH3:18])=[O:15])=[O:12])=[CH:7][C:6]=1[C:25]([CH3:31])([CH3:30])[CH2:26][C:27](O)=[O:28])(=[O:3])[CH3:2].[CH3:32][CH:33]1[NH:38][CH2:37][CH2:36][N:35]([C:39]2[C:44]([O:45][CH3:46])=[C:43]3[N:47]([CH:55]4[CH2:57][CH2:56]4)[CH:48]=[C:49]([C:52]([OH:54])=[O:53])[C:50](=[O:51])[C:42]3=[CH:41][C:40]=2[F:58])[CH2:34]1.C(N(C(C)C)CC)(C)C.CN(C(ON1N=NC2C=CC=CC1=2)=[N+](C)C)C.F[P-](F)(F)(F)(F)F.